Task: Predict the product of the given reaction.. Dataset: Forward reaction prediction with 1.9M reactions from USPTO patents (1976-2016) (1) Given the reactants Br[C:2]1[CH:3]=[C:4]2[C:8](=[C:9]([C:11]([OH:13])=[O:12])[CH:10]=1)[NH:7][CH:6]=[CH:5]2.ClOB([C:18]1[CH:23]=[CH:22][CH:21]=[CH:20][CH:19]=1)O.C(=O)([O-])[O-].[Cs+].[Cs+].[Cl-:30].CC1C=C(C)C=C(C)C=1[N+]1C=CN(C2C(C)=CC(C)=CC=2C)C=1, predict the reaction product. The product is: [Cl:30][C:18]1[CH:23]=[CH:22][C:21]([C:2]2[CH:3]=[C:4]3[C:8](=[C:9]([C:11]([OH:13])=[O:12])[CH:10]=2)[NH:7][CH:6]=[CH:5]3)=[CH:20][CH:19]=1. (2) Given the reactants [O:1]=[C:2]([N:18]1[CH2:23][CH2:22][N:21]([C:24]([C:26]2[CH:27]=[N:28][CH:29]=[CH:30][C:31]=2[C:32]([F:35])([F:34])[F:33])=[O:25])[CH2:20][CH2:19]1)[CH2:3][NH:4][C:5](C1N=NN(C2C=CC=CC=2)C=1)=[O:6].[CH3:36][CH2:37]N(C(C)C)C(C)C.ClC(Cl)(OC(=O)OC(Cl)(Cl)Cl)Cl.Cl.NCC(N1CC[N:65]([C:68]([C:70]2[CH:71]=[N:72][CH:73]=[CH:74][C:75]=2[C:76](F)(F)F)=O)CC1)=O.FC(F)(F)C1C=CN=CC=1C(O)=O, predict the reaction product. The product is: [O:1]=[C:2]([N:18]1[CH2:19][CH2:20][N:21]([C:24]([C:26]2[CH:27]=[N:28][CH:29]=[CH:30][C:31]=2[C:32]([F:34])([F:35])[F:33])=[O:25])[CH2:22][CH2:23]1)[CH2:3][NH:4][C:5]([N:65]1[CH:68]=[C:70]([C:75]2[CH:74]=[CH:73][CH:37]=[CH:36][CH:76]=2)[CH:71]=[N:72]1)=[O:6].